This data is from Catalyst prediction with 721,799 reactions and 888 catalyst types from USPTO. The task is: Predict which catalyst facilitates the given reaction. (1) Reactant: [C:1]([CH2:3][N:4]1[C:12]([C:13]([O:15][CH2:16][CH3:17])=[O:14])=[CH:11][C:10]2[CH:9]3[CH2:18][CH:6]([CH2:7][CH2:8]3)[C:5]1=2)#[N:2]. Product: [NH2:2][CH2:1][CH2:3][N:4]1[C:12]([C:13]([O:15][CH2:16][CH3:17])=[O:14])=[CH:11][C:10]2[CH:9]3[CH2:18][CH:6]([CH2:7][CH2:8]3)[C:5]1=2. The catalyst class is: 94. (2) Reactant: [NH:1]1[C:9]2[C:4](=[CH:5][CH:6]=[CH:7][CH:8]=2)[CH:3]=[C:2]1[C:10]1[CH:11]=[C:12]([C:16]2[C:17]([N:35]([CH3:40])[S:36]([CH3:39])(=[O:38])=[O:37])=[CH:18][C:19]3[O:23][C:22]([C:24]4[CH:29]=[CH:28][C:27]([F:30])=[CH:26][CH:25]=4)=[C:21]([C:31]([OH:33])=O)[C:20]=3[CH:34]=2)[CH:13]=[CH:14][CH:15]=1.[N:41]1[CH:46]=[CH:45][CH:44]=[C:43]([NH2:47])[CH:42]=1.C1CN([P+](ON2N=NC3C=CC=CC2=3)(N2CCCC2)N2CCCC2)CC1.F[P-](F)(F)(F)(F)F.CCN(C(C)C)C(C)C. Product: [NH:1]1[C:9]2[C:4](=[CH:5][CH:6]=[CH:7][CH:8]=2)[CH:3]=[C:2]1[C:10]1[CH:11]=[C:12]([C:16]2[C:17]([N:35]([CH3:40])[S:36]([CH3:39])(=[O:38])=[O:37])=[CH:18][C:19]3[O:23][C:22]([C:24]4[CH:25]=[CH:26][C:27]([F:30])=[CH:28][CH:29]=4)=[C:21]([C:31]([NH:47][C:43]4[CH:42]=[N:41][CH:46]=[CH:45][CH:44]=4)=[O:33])[C:20]=3[CH:34]=2)[CH:13]=[CH:14][CH:15]=1. The catalyst class is: 18.